Dataset: Reaction yield outcomes from USPTO patents with 853,638 reactions. Task: Predict the reaction yield, written as a fraction of the theoretical maximum amount of product (1.0 means a 100% yield; for example, 0.34 means a 34% yield). (1) The reactants are C[Si](Cl)(C)C.[Na+].[I-].C[O:9][C:10]1[C:11](=[O:37])[C:12]([C:26]2[N:30]([C:31]3[CH:36]=[CH:35][CH:34]=[CH:33][CH:32]=3)[N:29]=[CH:28][CH:27]=2)=[N:13][N:14]([C:16]2[CH:21]=[CH:20][CH:19]=[C:18]([C:22]([F:25])([F:24])[F:23])[CH:17]=2)[CH:15]=1.O. The catalyst is CC#N. The product is [OH:9][C:10]1[C:11](=[O:37])[C:12]([C:26]2[N:30]([C:31]3[CH:32]=[CH:33][CH:34]=[CH:35][CH:36]=3)[N:29]=[CH:28][CH:27]=2)=[N:13][N:14]([C:16]2[CH:21]=[CH:20][CH:19]=[C:18]([C:22]([F:23])([F:25])[F:24])[CH:17]=2)[CH:15]=1. The yield is 0.840. (2) The reactants are S(Cl)(Cl)=O.[C:5]([C:7]1[CH:24]=[CH:23][C:10]([O:11][CH2:12][CH2:13][CH2:14][CH2:15][CH2:16][CH2:17][CH2:18][CH2:19][C:20]([OH:22])=[O:21])=[CH:9][CH:8]=1)#[N:6].[CH2:25](O)[CH3:26]. No catalyst specified. The product is [C:5]([C:7]1[CH:24]=[CH:23][C:10]([O:11][CH2:12][CH2:13][CH2:14][CH2:15][CH2:16][CH2:17][CH2:18][CH2:19][C:20]([O:22][CH2:25][CH3:26])=[O:21])=[CH:9][CH:8]=1)#[N:6]. The yield is 0.877. (3) The reactants are [OH:1][C:2]1[CH:11]=[C:10]2[C:5]([C:6]([CH3:21])=[C:7]([C:13]3[CH:18]=[CH:17][C:16]([O:19][CH3:20])=[CH:15][CH:14]=3)[C:8](=[O:12])[O:9]2)=[CH:4][CH:3]=1.[I-].C[N+]1C=CN([C:29]([N:31]2[CH2:36][CH2:35][O:34][CH2:33][CH2:32]2)=[O:30])C=1. No catalyst specified. The product is [CH3:20][O:19][C:16]1[CH:17]=[CH:18][C:13]([C:7]2[C:8](=[O:12])[O:9][C:10]3[C:5]([C:6]=2[CH3:21])=[CH:4][CH:3]=[C:2]([O:1][C:29]([N:31]2[CH2:36][CH2:35][O:34][CH2:33][CH2:32]2)=[O:30])[CH:11]=3)=[CH:14][CH:15]=1. The yield is 0.610.